From a dataset of Forward reaction prediction with 1.9M reactions from USPTO patents (1976-2016). Predict the product of the given reaction. (1) Given the reactants [Si:1]([O:8][CH2:9][CH2:10][NH:11][C:12]1[CH:17]=[CH:16][C:15]([N:18]2[CH2:22][CH2:21][N:20]([CH2:23][C:24]([F:27])([F:26])[F:25])[C:19]2=[O:28])=[C:14]([Cl:29])[CH:13]=1)([C:4]([CH3:7])([CH3:6])[CH3:5])([CH3:3])[CH3:2].[Cl:30][C:31]1[C:36]([C:37](Cl)=[O:38])=[C:35]([Cl:40])[N:34]=[CH:33][N:32]=1.O, predict the reaction product. The product is: [Si:1]([O:8][CH2:9][CH2:10][N:11]([C:12]1[CH:17]=[CH:16][C:15]([N:18]2[CH2:22][CH2:21][N:20]([CH2:23][C:24]([F:26])([F:27])[F:25])[C:19]2=[O:28])=[C:14]([Cl:29])[CH:13]=1)[C:37]([C:36]1[C:31]([Cl:30])=[N:32][CH:33]=[N:34][C:35]=1[Cl:40])=[O:38])([C:4]([CH3:7])([CH3:5])[CH3:6])([CH3:3])[CH3:2]. (2) Given the reactants [CH3:1][CH:2]1[CH2:7][CH2:6][N:5]([CH:8]2[CH2:13][CH2:12][NH:11][CH2:10][CH2:9]2)[CH2:4][CH2:3]1.[Br:14][C:15]1[CH:16]=[C:17]([S:24](Cl)(=[O:26])=[O:25])[C:18]2[O:22][CH2:21][CH2:20][C:19]=2[CH:23]=1, predict the reaction product. The product is: [Br:14][C:15]1[CH:16]=[C:17]([S:24]([N:11]2[CH2:12][CH2:13][CH:8]([N:5]3[CH2:6][CH2:7][CH:2]([CH3:1])[CH2:3][CH2:4]3)[CH2:9][CH2:10]2)(=[O:25])=[O:26])[C:18]2[O:22][CH2:21][CH2:20][C:19]=2[CH:23]=1. (3) Given the reactants Br[C:2]1[C:10]2[N:9]3[CH2:11][CH2:12][NH:13][C:14](=[O:15])[C:8]3=[C:7]([CH3:16])[C:6]=2[CH:5]=[C:4]([Cl:17])[CH:3]=1.[Cl:18][C:19]1[CH:20]=[C:21](B(O)O)[CH:22]=[CH:23][CH:24]=1, predict the reaction product. The product is: [Cl:17][C:4]1[CH:3]=[C:2]([C:23]2[CH:22]=[CH:21][CH:20]=[C:19]([Cl:18])[CH:24]=2)[C:10]2[N:9]3[CH2:11][CH2:12][NH:13][C:14](=[O:15])[C:8]3=[C:7]([CH3:16])[C:6]=2[CH:5]=1. (4) The product is: [F:1][C:2]1[CH:7]=[C:6]([F:8])[CH:5]=[CH:4][C:3]=1[C:9]1[C:17]2[C:12](=[CH:13][C:14]([O:18][CH2:19][CH2:20][N:21]3[CH2:22][CH2:23][S:24](=[O:28])(=[O:27])[CH2:25][CH2:26]3)=[CH:15][CH:16]=2)[C:11](=[O:29])[C:10]=1[C:65]1[CH:64]=[N:63][C:72]2[C:67]([CH:66]=1)=[CH:68][CH:69]=[CH:70][CH:71]=2. Given the reactants [F:1][C:2]1[CH:7]=[C:6]([F:8])[CH:5]=[CH:4][C:3]=1[C:9]1[C:17]2[C:12](=[CH:13][C:14]([O:18][CH2:19][CH2:20][N:21]3[CH2:26][CH2:25][S:24](=[O:28])(=[O:27])[CH2:23][CH2:22]3)=[CH:15][CH:16]=2)[C:11](=[O:29])[C:10]=1C1C=CC(C)=CC=1.O1CCN(CCOC2C=C3C(C(C4C=CC=CC=4)=C(Br)C3=O)=CC=2)CC1.[N:63]1[C:72]2[C:67](=[CH:68][CH:69]=[CH:70][CH:71]=2)[CH:66]=[C:65](B(O)O)[CH:64]=1, predict the reaction product. (5) Given the reactants [CH2:1]([O:3][C:4]([N:6]1[CH2:11][CH2:10][N:9]([C:12](=[O:40])[C@@H:13]([NH:19][C:20]([C:22]2[CH:27]=[C:26]([O:28][CH:29]3[CH2:33][CH2:32][CH2:31][CH2:30]3)[N:25]=[C:24]([C:34]3[CH:39]=[CH:38][CH:37]=[CH:36][CH:35]=3)[N:23]=2)=[O:21])[CH2:14]CC(O)=O)[CH2:8][CH2:7]1)=[O:5])[CH3:2].[CH2:41]([O:43]C(N1CCN(C(=O)[C@@H](NC(C2C=C(OC3CCCC3)N=C(C3C=CC=CC=3)N=2)=O)CCCC(O)=O)CC1)=O)C, predict the reaction product. The product is: [CH2:1]([O:3][C:4]([N:6]1[CH2:7][CH2:8][N:9]([C:12](=[O:40])[C@@H:13]([NH:19][C:20]([C:22]2[CH:27]=[C:26]([O:28][CH:29]3[CH2:33][CH2:32][CH2:31][CH2:30]3)[N:25]=[C:24]([C:34]3[CH:39]=[CH:38][CH:37]=[CH:36][CH:35]=3)[N:23]=2)=[O:21])[CH2:14][CH2:41][OH:43])[CH2:10][CH2:11]1)=[O:5])[CH3:2]. (6) Given the reactants [N:1]1[CH:6]=[CH:5][CH:4]=[CH:3][C:2]=1[C:7]1[CH:11]=[C:10]([CH:12]2[CH2:17][CH2:16][N:15](C(OC(C)(C)C)=O)[CH2:14][CH2:13]2)[NH:9][N:8]=1.FC(F)(F)C(O)=O, predict the reaction product. The product is: [NH:15]1[CH2:14][CH2:13][CH:12]([C:10]2[CH:11]=[C:7]([C:2]3[CH:3]=[CH:4][CH:5]=[CH:6][N:1]=3)[NH:8][N:9]=2)[CH2:17][CH2:16]1. (7) Given the reactants C[C:2]12[CH2:11][C:9]3([NH2:12])[CH2:10][CH:4]([CH2:5][C:6](C)([CH2:8]3)[CH2:7]1)[CH2:3]2.Cl.Cl, predict the reaction product. The product is: [C:9]12([NH2:12])[CH2:10][CH:4]3[CH2:3][CH:2]([CH2:7][CH:6]([CH2:5]3)[CH2:8]1)[CH2:11]2. (8) Given the reactants [N+:1]([C:4]1[CH:5]=[C:6]2[C:14](=[CH:15][CH:16]=1)[NH:13][C:12]1[C:11](=[O:17])[CH2:10][CH2:9][CH2:8][C:7]2=1)([O-:3])=[O:2].C(O[CH:21](OCC)[N:22]([CH3:24])[CH3:23])C, predict the reaction product. The product is: [CH3:21][N:22]([CH:24]=[C:10]1[CH2:9][CH2:8][C:7]2[C:6]3[C:14](=[CH:15][CH:16]=[C:4]([N+:1]([O-:3])=[O:2])[CH:5]=3)[NH:13][C:12]=2[C:11]1=[O:17])[CH3:23]. (9) Given the reactants [NH2:1][C:2]1[CH:7]=[CH:6][C:5]([CH2:8][N:9]2[CH2:14][C@H:13]([CH3:15])[N:12]([C:16]([O:18][C:19]([CH3:22])([CH3:21])[CH3:20])=[O:17])[C@H:11]([CH3:23])[CH2:10]2)=[CH:4][CH:3]=1.[BH4-].[Na+].[CH2:26]=O.C[O-].[Na+], predict the reaction product. The product is: [CH3:23][C@@H:11]1[CH2:10][N:9]([CH2:8][C:5]2[CH:6]=[CH:7][C:2]([NH:1][CH3:26])=[CH:3][CH:4]=2)[CH2:14][C@H:13]([CH3:15])[N:12]1[C:16]([O:18][C:19]([CH3:21])([CH3:20])[CH3:22])=[O:17].